From a dataset of NCI-60 drug combinations with 297,098 pairs across 59 cell lines. Regression. Given two drug SMILES strings and cell line genomic features, predict the synergy score measuring deviation from expected non-interaction effect. (1) Drug 1: C(=O)(N)NO. Drug 2: CNC(=O)C1=NC=CC(=C1)OC2=CC=C(C=C2)NC(=O)NC3=CC(=C(C=C3)Cl)C(F)(F)F. Cell line: HT29. Synergy scores: CSS=0.139, Synergy_ZIP=0.358, Synergy_Bliss=0.284, Synergy_Loewe=-7.54, Synergy_HSA=-2.87. (2) Drug 1: CN(C)N=NC1=C(NC=N1)C(=O)N. Drug 2: CN1C(=O)N2C=NC(=C2N=N1)C(=O)N. Cell line: NCIH23. Synergy scores: CSS=-1.63, Synergy_ZIP=0.289, Synergy_Bliss=-1.70, Synergy_Loewe=-5.29, Synergy_HSA=-3.82. (3) Drug 1: C1=NC2=C(N1)C(=S)N=C(N2)N. Drug 2: CC1=CC=C(C=C1)C2=CC(=NN2C3=CC=C(C=C3)S(=O)(=O)N)C(F)(F)F. Cell line: SF-268. Synergy scores: CSS=3.75, Synergy_ZIP=-7.21, Synergy_Bliss=-0.450, Synergy_Loewe=-14.5, Synergy_HSA=-1.45.